From a dataset of Forward reaction prediction with 1.9M reactions from USPTO patents (1976-2016). Predict the product of the given reaction. (1) Given the reactants [O:1]1[CH:5]=[CH:4][CH:3]=[C:2]1[C:6]1[NH:10][C:9]2[C:11]([O:18][CH3:19])=[CH:12][CH:13]=[C:14]([C:15]([OH:17])=O)[C:8]=2[N:7]=1.[S:20]1[CH:24]=[CH:23][N:22]=[C:21]1[NH2:25], predict the reaction product. The product is: [O:1]1[CH:5]=[CH:4][CH:3]=[C:2]1[C:6]1[NH:10][C:9]2[C:11]([O:18][CH3:19])=[CH:12][CH:13]=[C:14]([C:15]([NH:25][C:21]3[S:20][CH:24]=[CH:23][N:22]=3)=[O:17])[C:8]=2[N:7]=1. (2) Given the reactants [F:1][C:2]1[CH:3]=[C:4]([OH:9])[CH:5]=[CH:6][C:7]=1[F:8].[H-].[Na+].Br[C:13]1[CH:14]=[C:15]([N+]([O-])=O)[C:16]([C:19]#[N:20])=[N:17][CH:18]=1.[SH:24][C:25]1[CH:30]=[CH:29][CH:28]=[CH:27][N:26]=1.[Cl-].[NH4+], predict the reaction product. The product is: [F:1][C:2]1[CH:3]=[C:4]([CH:5]=[CH:6][C:7]=1[F:8])[O:9][C:15]1[C:16]([C:19]#[N:20])=[N:17][CH:18]=[C:13]([S:24][C:25]2[CH:30]=[CH:29][CH:28]=[CH:27][N:26]=2)[CH:14]=1. (3) Given the reactants [C:1]([C:9]1[N:13]([CH3:14])[C:12]([CH2:15][C:16]([O:18]CC)=[O:17])=[CH:11][C:10]=1[CH3:21])(=[O:8])[C:2]1[CH:7]=[CH:6][CH:5]=[CH:4][CH:3]=1.C(I)CC, predict the reaction product. The product is: [CH2:15]([C:12]1[N:13]([CH3:14])[C:9]([C:1](=[O:8])[C:2]2[CH:3]=[CH:4][CH:5]=[CH:6][CH:7]=2)=[C:10]([CH3:21])[CH:11]=1)[CH3:16].[CH2:12]([CH2:15][C:16]([O-:18])=[O:17])[CH2:11][CH3:10]. (4) Given the reactants [Cl:1][C:2]1[C:14]([Cl:15])=[C:13]([CH2:16][CH2:17][CH:18]([OH:34])[C:19]2[S:20][C:21]([C:24]3[CH:29]=[CH:28][C:27]([C:30]([F:33])([F:32])[F:31])=[CH:26][CH:25]=3)=[CH:22][CH:23]=2)[CH:12]=[CH:11][C:3]=1[O:4][C:5]([CH3:10])([CH3:9])[C:6]([OH:8])=[O:7].[H-].[Na+].Br[CH2:38][CH:39]1[CH2:44][CH2:43][CH2:42][CH2:41][CH2:40]1, predict the reaction product. The product is: [Cl:1][C:2]1[C:14]([Cl:15])=[C:13]([CH2:16][CH2:17][CH:18]([O:34][CH2:38][CH:39]2[CH2:44][CH2:43][CH2:42][CH2:41][CH2:40]2)[C:19]2[S:20][C:21]([C:24]3[CH:25]=[CH:26][C:27]([C:30]([F:31])([F:32])[F:33])=[CH:28][CH:29]=3)=[CH:22][CH:23]=2)[CH:12]=[CH:11][C:3]=1[O:4][C:5]([CH3:9])([CH3:10])[C:6]([OH:8])=[O:7]. (5) Given the reactants [CH3:1][C:2]1[N:7]=[C:6]([Sn](CCCC)(CCCC)CCCC)[CH:5]=[CH:4][CH:3]=1.Cl[C:22]1[N:23]=[N:24][C:25](Cl)=[CH:26][CH:27]=1, predict the reaction product. The product is: [CH3:1][C:2]1[N:7]=[C:6]([C:22]2[N:23]=[N:24][C:25]([C:6]3[CH:5]=[CH:4][CH:3]=[C:2]([CH3:1])[N:7]=3)=[CH:26][CH:27]=2)[CH:5]=[CH:4][CH:3]=1. (6) Given the reactants Br[C:2]1[CH:3]=[CH:4][C:5]([O:18][CH3:19])=[C:6]([CH:17]=1)[C:7]([NH:9][C:10]1[CH:15]=[CH:14][C:13]([Cl:16])=[CH:12][CH:11]=1)=[O:8].[CH3:20][N:21](C)C=O, predict the reaction product. The product is: [C:20]([C:2]1[CH:3]=[CH:4][C:5]([O:18][CH3:19])=[C:6]([CH:17]=1)[C:7]([NH:9][C:10]1[CH:15]=[CH:14][C:13]([Cl:16])=[CH:12][CH:11]=1)=[O:8])#[N:21]. (7) Given the reactants [CH3:1][O:2][C:3]1[CH:4]=[C:5]([CH2:12][N:13]([CH3:15])[CH3:14])[CH:6]=[CH:7][C:8]=1[N+:9]([O-])=O, predict the reaction product. The product is: [CH3:15][N:13]([CH2:12][C:5]1[CH:6]=[CH:7][C:8]([NH2:9])=[C:3]([O:2][CH3:1])[CH:4]=1)[CH3:14]. (8) Given the reactants [CH:1]([NH:3][CH2:4][C:5]([OH:7])=O)=[O:2].[CH2:8]1CC[CH:11]([N:14]=C=[N:14][CH:11]2CC[CH2:8][CH2:9][CH2:10]2)[CH2:10][CH2:9]1.[CH:23]1C=CC2N(O)N=NC=2C=1.CN1[CH2:39][CH2:38][O:37][CH2:36]C1.[CH2:40]1[CH2:44][O:43][CH2:42][CH2:41]1, predict the reaction product. The product is: [CH:1]([NH:3][CH2:4][C:5]([NH:14][CH2:11][CH2:10][C:9]1[CH:8]=[CH:40][C:44]([O:43][CH:42]([CH3:41])[CH3:23])=[C:38]([O:37][CH3:36])[CH:39]=1)=[O:7])=[O:2]. (9) The product is: [C:17]1([S:23][C@@H:2]2[CH2:3][CH2:4][CH2:5][CH2:6][C@H:1]2[OH:7])[CH:22]=[CH:21][CH:20]=[CH:19][CH:18]=1. Given the reactants [CH:1]12[O:7][CH:2]1[CH2:3][CH2:4][CH2:5][CH2:6]2.C(N(CC)C(C)C)(C)C.[C:17]1([SH:23])[CH:22]=[CH:21][CH:20]=[CH:19][CH:18]=1, predict the reaction product.